This data is from Full USPTO retrosynthesis dataset with 1.9M reactions from patents (1976-2016). The task is: Predict the reactants needed to synthesize the given product. (1) Given the product [CH2:5]([O:12][C:13](=[O:31])[CH2:14][C:15]1[CH:16]=[N:17][CH:18]=[C:19]([C:21]2[CH:22]=[N:23][C:24]3[N:1]([C:2](=[O:3])[NH2:4])[CH2:26][CH2:27][CH2:28][C:29]=3[CH:30]=2)[CH:20]=1)[CH3:6], predict the reactants needed to synthesize it. The reactants are: [NH2:1][C:2]([NH2:4])=[O:3].[CH2:5]([O:12][C:13](=[O:31])[CH2:14][C:15]1[CH:16]=[N:17][CH:18]=[C:19]([C:21]2[CH:22]=[N:23][C:24]3N[CH2:26][CH2:27][CH2:28][C:29]=3[CH:30]=2)[CH:20]=1)[C:6]1C=CC=CC=1. (2) Given the product [CH2:38]([NH:45][C:46]([NH:48][N:49]([CH2:54][CH:55]=[CH2:56])[CH2:50][C:51]([NH:1][C@@H:2]([CH2:22][C:23]1[CH:28]=[CH:27][C:26]([O:29][CH2:30][C:31]2[CH:32]=[CH:33][CH:34]=[CH:35][CH:36]=2)=[CH:25][C:24]=1[F:37])[C:3]([N:5]([CH2:14][CH:15]([O:19][CH2:20][CH3:21])[O:16][CH2:17][CH3:18])[CH2:6][C:7]1[CH:12]=[CH:11][CH:10]=[C:9]([F:13])[N:8]=1)=[O:4])=[O:52])=[O:47])[C:39]1[CH:40]=[CH:41][CH:42]=[CH:43][CH:44]=1, predict the reactants needed to synthesize it. The reactants are: [NH2:1][C@@H:2]([CH2:22][C:23]1[CH:28]=[CH:27][C:26]([O:29][CH2:30][C:31]2[CH:36]=[CH:35][CH:34]=[CH:33][CH:32]=2)=[CH:25][C:24]=1[F:37])[C:3]([N:5]([CH2:14][CH:15]([O:19][CH2:20][CH3:21])[O:16][CH2:17][CH3:18])[CH2:6][C:7]1[CH:12]=[CH:11][CH:10]=[C:9]([F:13])[N:8]=1)=[O:4].[CH2:38]([NH:45][C:46]([NH:48][N:49]([CH2:54][CH:55]=[CH2:56])[CH2:50][C:51](O)=[O:52])=[O:47])[C:39]1[CH:44]=[CH:43][CH:42]=[CH:41][CH:40]=1.C(N(CC)CC)C.CN(C(ON1N=NC2C=CC=CC1=2)=[N+](C)C)C.F[P-](F)(F)(F)(F)F. (3) Given the product [NH2:1][C:2]1[CH:10]=[CH:9][CH:8]=[C:7]2[C:3]=1[C:4](=[O:24])[N:5]([CH:12]1[CH2:17][CH:16]([OH:18])[C:15](=[O:22])[NH:14][C:13]1=[O:23])[C:6]2=[O:11], predict the reactants needed to synthesize it. The reactants are: [NH2:1][C:2]1[CH:10]=[CH:9][CH:8]=[C:7]2[C:3]=1[C:4](=[O:24])[N:5]([CH:12]1[CH2:17][CH:16]([O:18]C(=O)C)[C:15](=[O:22])[NH:14][C:13]1=[O:23])[C:6]2=[O:11].C1(C)C=CC(S(O)(=O)=O)=CC=1. (4) Given the product [CH3:14][NH:15][S:10]([C:5]1[CH:6]=[CH:7][CH:8]=[CH:9][C:4]=1[N+:1]([O-:3])=[O:2])(=[O:12])=[O:11], predict the reactants needed to synthesize it. The reactants are: [N+:1]([C:4]1[CH:9]=[CH:8][CH:7]=[CH:6][C:5]=1[S:10](Cl)(=[O:12])=[O:11])([O-:3])=[O:2].[CH3:14][NH2:15].O1CCCC1. (5) Given the product [CH2:19]([N:26]1[CH2:31][CH2:30][N:29]([C:32]2[CH:39]=[CH:38][C:35]([C:36]#[N:37])=[C:34]([C:40]([F:42])([F:43])[F:41])[CH:33]=2)[CH:28]([CH2:1][CH3:2])[C:27]1=[O:44])[C:20]1[CH:21]=[CH:22][CH:23]=[CH:24][CH:25]=1, predict the reactants needed to synthesize it. The reactants are: [CH:1](NC(C)C)(C)[CH3:2].C([Li])CCC.CCCCCC.[CH2:19]([N:26]1[CH2:31][CH2:30][N:29]([C:32]2[CH:39]=[CH:38][C:35]([C:36]#[N:37])=[C:34]([C:40]([F:43])([F:42])[F:41])[CH:33]=2)[CH2:28][C:27]1=[O:44])[C:20]1[CH:25]=[CH:24][CH:23]=[CH:22][CH:21]=1.C(I)C.[Cl-].[NH4+].